Dataset: Reaction yield outcomes from USPTO patents with 853,638 reactions. Task: Predict the reaction yield, written as a fraction of the theoretical maximum amount of product (1.0 means a 100% yield; for example, 0.34 means a 34% yield). (1) The reactants are [F:1][C:2]([F:11])([F:10])[C:3]1[CH:4]=[CH:5][C:6](=O)[NH:7][N:8]=1.S(Cl)([Cl:14])=O. The catalyst is CN(C)C=O. The product is [Cl:14][C:6]1[N:7]=[N:8][C:3]([C:2]([F:11])([F:10])[F:1])=[CH:4][CH:5]=1. The yield is 0.920. (2) The reactants are [C:1]([C:5]1[CH:10]=[CH:9][CH:8]=[CH:7][C:6]=1[N:11]1[CH2:16][CH2:15][N:14]([C:17]([NH:19][C:20]2[CH:31]=[CH:30][C:23]([O:24][CH2:25][C:26]([O:28]C)=[O:27])=[CH:22][CH:21]=2)=[O:18])[CH2:13][CH2:12]1)([CH3:4])([CH3:3])[CH3:2].[OH-].[Li+].Cl. The catalyst is C1COCC1. The product is [C:1]([C:5]1[CH:10]=[CH:9][CH:8]=[CH:7][C:6]=1[N:11]1[CH2:12][CH2:13][N:14]([C:17]([NH:19][C:20]2[CH:21]=[CH:22][C:23]([O:24][CH2:25][C:26]([OH:28])=[O:27])=[CH:30][CH:31]=2)=[O:18])[CH2:15][CH2:16]1)([CH3:4])([CH3:2])[CH3:3]. The yield is 0.980. (3) The reactants are C([O:5][C:6]([C:8]1[CH:9]=[C:10]([C:14]2[CH:19]=[CH:18][C:17]([CH2:20][CH:21]3[CH2:25][CH2:24][N:23]([CH:26]4[CH2:31][CH2:30][CH2:29][CH2:28][CH2:27]4)[C:22]3=[O:32])=[C:16]([Cl:33])[CH:15]=2)[CH:11]=[CH:12][CH:13]=1)=[O:7])(C)(C)C.FC(F)(F)C(O)=O. The catalyst is C(Cl)Cl. The product is [Cl:33][C:16]1[CH:15]=[C:14]([C:10]2[CH:11]=[CH:12][CH:13]=[C:8]([C:6]([OH:7])=[O:5])[CH:9]=2)[CH:19]=[CH:18][C:17]=1[CH2:20][CH:21]1[CH2:25][CH2:24][N:23]([CH:26]2[CH2:27][CH2:28][CH2:29][CH2:30][CH2:31]2)[C:22]1=[O:32]. The yield is 0.940. (4) The reactants are [NH2:1][C:2]1[C:7]([F:8])=[CH:6][N:5]=[C:4]([OH:9])[N:3]=1.[CH3:10][O:11][C:12]1[CH:17]=[CH:16][CH:15]=[CH:14][C:13]=1[N:18]=[C:19]=[O:20]. The catalyst is CN(C=O)C. The product is [F:8][C:7]1[C:2]([NH:1][C:19]([NH:18][C:13]2[CH:14]=[CH:15][CH:16]=[CH:17][C:12]=2[O:11][CH3:10])=[O:20])=[N:3][C:4]([OH:9])=[N:5][CH:6]=1. The yield is 0.830. (5) The reactants are [C:1]([O:5][C:6]([NH:8][C@@H:9]([CH2:13][NH:14][C:15]1[CH:20]=[CH:19][CH:18]=[CH:17][C:16]=1[N+:21]([O-])=O)[C:10]([OH:12])=O)=[O:7])([CH3:4])([CH3:3])[CH3:2].C(OC(N[CH:32](CN)[C:33]([OH:35])=[O:34])=O)(C)(C)C.F[C:39]1C=CC=CC=1[N+]([O-])=O.C(=O)(O)[O-].[Na+]. The catalyst is O.CN(C)C=O. The product is [CH3:39][O:35][C:33](=[O:34])[CH2:32][N:21]1[C:10](=[O:12])[CH:9]([NH:8][C:6]([O:5][C:1]([CH3:2])([CH3:3])[CH3:4])=[O:7])[CH2:13][NH:14][C:15]2[CH:20]=[CH:19][CH:18]=[CH:17][C:16]1=2. The yield is 0.830. (6) The reactants are [NH2:1][C:2]1[CH:3]=[C:4]2[C:8](=[CH:9][CH:10]=1)[NH:7][C:6]([C:11]([CH3:22])([CH3:21])[CH2:12][NH:13][C:14](=[O:20])[O:15][C:16]([CH3:19])([CH3:18])[CH3:17])=[CH:5]2.[O:23]1[C:27]2[CH:28]=[C:29]([C:32]3([C:35](O)=[O:36])[CH2:34][CH2:33]3)[CH:30]=[CH:31][C:26]=2[O:25][CH2:24]1.C(Cl)CCl.C1C=CC2N(O)N=NC=2C=1.CCN(CC)CC. The catalyst is CN(C=O)C.O. The product is [O:25]1[C:26]2[CH:31]=[CH:30][C:29]([C:32]3([C:35]([NH:1][C:2]4[CH:3]=[C:4]5[C:8](=[CH:9][CH:10]=4)[NH:7][C:6]([C:11]([CH3:22])([CH3:21])[CH2:12][NH:13][C:14](=[O:20])[O:15][C:16]([CH3:17])([CH3:19])[CH3:18])=[CH:5]5)=[O:36])[CH2:33][CH2:34]3)=[CH:28][C:27]=2[O:23][CH2:24]1. The yield is 0.940. (7) The reactants are [CH3:1][O:2][C:3](=[O:14])[CH2:4][C:5]1[CH:10]=[CH:9][C:8]([O:11][CH3:12])=[C:7](Br)[CH:6]=1.C1(P(C2CCCCC2)C2C=CC=CC=2C2C(OC)=CC=CC=2OC)CCCCC1.P([O-])([O-])([O-])=O.[K+].[K+].[K+].[CH2:52]([C:54]([OH:87])([CH2:85][CH3:86])/[CH:55]=[CH:56]/[C:57]1[CH:62]=[CH:61][C:60]([C:63]([CH2:82][CH3:83])([C:66]2[CH:71]=[CH:70][C:69](B3OC(C)(C)C(C)(C)O3)=[C:68]([CH3:81])[CH:67]=2)[CH2:64][CH3:65])=[CH:59][C:58]=1[CH3:84])[CH3:53].C(=O)(O)[O-].[Na+]. The catalyst is C1(C)C=CC=CC=1.C([O-])(=O)C.[Pd+2].C([O-])(=O)C.O. The product is [CH3:1][O:2][C:3](=[O:14])[CH2:4][C:5]1[CH:6]=[C:7]([C:69]2[CH:70]=[CH:71][C:66]([C:63]([CH2:64][CH3:65])([C:60]3[CH:61]=[CH:62][C:57](/[CH:56]=[CH:55]/[C:54]([CH2:85][CH3:86])([OH:87])[CH2:52][CH3:53])=[C:58]([CH3:84])[CH:59]=3)[CH2:82][CH3:83])=[CH:67][C:68]=2[CH3:81])[C:8]([O:11][CH3:12])=[CH:9][CH:10]=1. The yield is 0.600.